From a dataset of Reaction yield outcomes from USPTO patents with 853,638 reactions. Predict the reaction yield, written as a fraction of the theoretical maximum amount of product (1.0 means a 100% yield; for example, 0.34 means a 34% yield). (1) The reactants are [Cl:1][C:2]1[C:9]([CH3:10])=[C:8]([C:11]2[C@@H:12]([O:20][CH3:21])[C@@H:13]3[C@@H:18]([OH:19])[CH2:17][CH2:16][N:14]3[N:15]=2)[CH:7]=[CH:6][C:3]=1[C:4]#[N:5].[H-].[Na+].[CH3:24]I. The catalyst is C1COCC1. The product is [Cl:1][C:2]1[C:9]([CH3:10])=[C:8]([C:11]2[C@@H:12]([O:20][CH3:21])[C@@H:13]3[C@@H:18]([O:19][CH3:24])[CH2:17][CH2:16][N:14]3[N:15]=2)[CH:7]=[CH:6][C:3]=1[C:4]#[N:5]. The yield is 0.200. (2) The reactants are C([Li])CCC.[Cl:6][C:7]1[CH:12]=[CH:11][C:10]([S:13]([CH2:16][C:17]2[CH:22]=[C:21]([F:23])[CH:20]=[CH:19][C:18]=2[F:24])(=[O:15])=[O:14])=[CH:9][CH:8]=1.Br[CH2:26][CH2:27][CH2:28][CH2:29][C:30](N1CCCC1)=[O:31]. The catalyst is ClCCl.C(OCC)(=O)C.CCCCCC.CCCCCC.O.C(COC)OC. The product is [Cl:6][C:7]1[CH:12]=[CH:11][C:10]([S:13]([CH:16]([C:17]2[CH:22]=[C:21]([F:23])[CH:20]=[CH:19][C:18]=2[F:24])[CH2:26][CH2:27][CH2:28][CH2:29][CH:30]=[O:31])(=[O:15])=[O:14])=[CH:9][CH:8]=1. The yield is 0.840. (3) The catalyst is C1COCC1.O.CCOC(C)=O.C(=O)(O)[O-].[Na+].CO.C(Cl)Cl. The yield is 0.294. The reactants are Cl[CH2:2][C:3]([N:5]1[CH2:10][CH2:9][S:8][C:7]2[CH:11]=[C:12]([N+:15]([O-:17])=[O:16])[CH:13]=[CH:14][C:6]1=2)=[O:4].Cl.O1CCOCC1.[NH2:25][CH2:26][CH2:27][OH:28].N. The product is [OH:28][CH2:27][CH2:26][NH:25][CH2:2][C:3]([N:5]1[CH2:10][CH2:9][S:8][C:7]2[CH:11]=[C:12]([N+:15]([O-:17])=[O:16])[CH:13]=[CH:14][C:6]1=2)=[O:4]. (4) The reactants are [NH:1]1[C:5]2=[C:6]3[C:11](=[CH:12][CH:13]=[C:4]2[CH:3]=[CH:2]1)[C:10](=[O:14])[NH:9][CH:8]=[CH:7]3.C([O-])([O-])=O.[K+].[K+].[CH2:21](Br)[C:22]1[CH:27]=[CH:26][CH:25]=[CH:24][CH:23]=1. The catalyst is CN(C=O)C.O.CCOC(C)=O. The product is [CH2:21]([N:9]1[CH:8]=[CH:7][C:6]2[C:11](=[CH:12][CH:13]=[C:4]3[CH:3]=[CH:2][NH:1][C:5]3=2)[C:10]1=[O:14])[C:22]1[CH:27]=[CH:26][CH:25]=[CH:24][CH:23]=1. The yield is 0.500. (5) The reactants are [NH2:1][C:2]1[N:7]=[C:6]([N:8]2[C:12]3[CH:13]=[C:14](Br)[CH:15]=[CH:16][C:11]=3[N:10]=[C:9]2[O:18][CH2:19][CH2:20][OH:21])[CH:5]=[CH:4][N:3]=1.[F:22][C:23]1[CH:24]=[CH:25][C:26]([C:29]([OH:33])([C:31]#[CH:32])[CH3:30])=[N:27][CH:28]=1.C(N(CC)CC)C. The catalyst is CS(C)=O.Cl[Pd](Cl)([P](C1C=CC=CC=1)(C1C=CC=CC=1)C1C=CC=CC=1)[P](C1C=CC=CC=1)(C1C=CC=CC=1)C1C=CC=CC=1. The product is [NH2:1][C:2]1[N:7]=[C:6]([N:8]2[C:12]3[CH:13]=[C:14]([C:32]#[C:31][C:29]([C:26]4[CH:25]=[CH:24][C:23]([F:22])=[CH:28][N:27]=4)([OH:33])[CH3:30])[CH:15]=[CH:16][C:11]=3[N:10]=[C:9]2[O:18][CH2:19][CH2:20][OH:21])[CH:5]=[CH:4][N:3]=1. The yield is 0.0100.